Dataset: Experimentally validated miRNA-target interactions with 360,000+ pairs, plus equal number of negative samples. Task: Binary Classification. Given a miRNA mature sequence and a target amino acid sequence, predict their likelihood of interaction. (1) The miRNA is hsa-miR-665 with sequence ACCAGGAGGCUGAGGCCCCU. The protein sequence of the target gene is MSHLKTSTEDEEPTEEYENVGNAASKWPKVEDPMPESKVGDTCVWDSKVENQQKKPVENRMKEDKSSIREAISKAKSTANIKTEQEGEASEKSLHLSPQHITHQTMPIGQRGSEQGKRVENINGTSYPSLQQKTNAVKKLHKCDECGKSFKYNSRLVQHKIMHTGEKRYECDDCGGTFRSSSSLRVHKRIHTGEKPYKCEECGKAYMSYSSLINHKSTHSGEKNCKCDECGKSFNYSSVLDQHKRIHTGEKPYECGECGKAFRNSSGLRVHKRIHTGEKPYECDICGKTFSNSSGLRVHK.... Result: 1 (interaction). (2) The miRNA is hsa-miR-550b-2-5p with sequence AUGUGCCUGAGGGAGUAAGACA. The protein sequence of the target gene is MLCALLLLPSLLGATRASPTSGPQECAKGSTVWCQDLQTAARCGAVGYCQGAVWNKPTAKSLPCDVCQDIAAAAGNGLNPDATESDILALVMKTCEWLPSQESSAGCKWMVDAHSSAILSMLRGAPDSAPAQVCTALSLCEPLQRHLATLRPLSKEDTFEAVAPFMANGPLTFHPRQAPEGALCQDCVRQVSRLQEAVRSNLTLADLNIQEQCESLGPGLAVLCKNYLFQFFVPADQALRLLPPQELCRKGGFCEELGAPARLTQVVAMDGVPSLELGLPRKQSEMQMKAGVTCEVCMNV.... Result: 1 (interaction).